Task: Predict the product of the given reaction.. Dataset: Forward reaction prediction with 1.9M reactions from USPTO patents (1976-2016) Given the reactants [N+:1]([C:4]1[CH:5]=[C:6]([OH:14])[CH:7]=[C:8]([C:10]([F:13])([F:12])[F:11])[CH:9]=1)([O-])=O, predict the reaction product. The product is: [NH2:1][C:4]1[CH:5]=[C:6]([OH:14])[CH:7]=[C:8]([C:10]([F:11])([F:12])[F:13])[CH:9]=1.